Predict which catalyst facilitates the given reaction. From a dataset of Catalyst prediction with 721,799 reactions and 888 catalyst types from USPTO. (1) The catalyst class is: 145. Product: [F:44][C:45]1[C:46]([CH3:55])=[C:47]([CH2:51][C:52]([N:1]2[C:9]3[C:4](=[CH:5][C:6]([C:10]4[C:14]5[C:15]([NH2:19])=[N:16][CH:17]=[CH:18][C:13]=5[S:12][CH:11]=4)=[CH:7][CH:8]=3)[CH2:3][CH2:2]2)=[O:53])[CH:48]=[CH:49][CH:50]=1. Reactant: [NH:1]1[C:9]2[C:4](=[CH:5][C:6]([C:10]3[C:14]4[C:15]([NH2:19])=[N:16][CH:17]=[CH:18][C:13]=4[S:12][CH:11]=3)=[CH:7][CH:8]=2)[CH2:3][CH2:2]1.CN(C(ON1N=NC2C=CC=NC1=2)=[N+](C)C)C.F[P-](F)(F)(F)(F)F.[F:44][C:45]1[C:46]([CH3:55])=[C:47]([CH2:51][C:52](O)=[O:53])[CH:48]=[CH:49][CH:50]=1.CCN(C(C)C)C(C)C. (2) Reactant: [N:1]1[N:5]2[C:6]([C:10]3[CH:11]=[C:12]([NH:16][C:17](=[O:28])[C:18]4[CH:23]=[CH:22][CH:21]=[C:20]([C:24]([F:27])([F:26])[F:25])[CH:19]=4)[CH:13]=[CH:14][CH:15]=3)=[CH:7][CH2:8][NH:9][C:4]2=[CH:3][CH:2]=1.[H-].[Na+].[C:31](O[C:31]([O:33][C:34]([CH3:37])([CH3:36])[CH3:35])=[O:32])([O:33][C:34]([CH3:37])([CH3:36])[CH3:35])=[O:32]. Product: [F:27][C:24]([F:25])([F:26])[C:20]1[CH:19]=[C:18]([CH:23]=[CH:22][CH:21]=1)[C:17]([NH:16][C:12]1[CH:11]=[C:10]([C:6]2[N:5]3[N:1]=[CH:2][CH:3]=[C:4]3[N:9]([C:31]([O:33][C:34]([CH3:37])([CH3:36])[CH3:35])=[O:32])[CH2:8][CH:7]=2)[CH:15]=[CH:14][CH:13]=1)=[O:28]. The catalyst class is: 3. (3) Reactant: [OH:1][C:2]1[CH:3]=[C:4]([CH:8]=[C:9]([O:11][C@@H:12]([CH3:16])[CH2:13][O:14][CH3:15])[CH:10]=1)[C:5]([OH:7])=[O:6].C(=O)([O-])[O-].[K+].[K+].[N:23]1([C:27]([C:29]2[CH:34]=[N:33][C:32](Cl)=[CH:31][N:30]=2)=[O:28])[CH2:26][CH2:25][CH2:24]1.C(OC(C)C)(=O)C.Cl. Product: [N:23]1([C:27]([C:29]2[N:30]=[CH:31][C:32]([O:1][C:2]3[CH:3]=[C:4]([CH:8]=[C:9]([O:11][C@@H:12]([CH3:16])[CH2:13][O:14][CH3:15])[CH:10]=3)[C:5]([OH:7])=[O:6])=[N:33][CH:34]=2)=[O:28])[CH2:26][CH2:25][CH2:24]1. The catalyst class is: 58. (4) Product: [F:24][C:20]1[CH:19]=[C:18]([CH2:17][CH2:16][O:15][CH2:14][C:13]2[NH:6][C:4](=[O:5])[C:3]3[CH:7]=[CH:8][CH:9]=[N:10][C:2]=3[N:1]=2)[CH:23]=[CH:22][CH:21]=1. Reactant: [NH2:1][C:2]1[N:10]=[CH:9][CH:8]=[CH:7][C:3]=1[C:4]([NH2:6])=[O:5].CO[C:13](=O)[CH2:14][O:15][CH2:16][CH2:17][C:18]1[CH:23]=[CH:22][CH:21]=[C:20]([F:24])[CH:19]=1.[Li+].C[Si]([N-][Si](C)(C)C)(C)C. The catalyst class is: 1. (5) Reactant: [CH3:1][O:2][C:3]1[CH:4]=[C:5]([CH2:10][CH:11]([NH2:13])[CH3:12])[CH:6]=[CH:7][C:8]=1[CH3:9].[CH:14](OCC)=[O:15].C(N(CC)CC)C. Product: [CH3:1][O:2][C:3]1[CH:4]=[C:5]([CH2:10][CH:11]([NH:13][CH:14]=[O:15])[CH3:12])[CH:6]=[CH:7][C:8]=1[CH3:9]. The catalyst class is: 8. (6) Reactant: [Cl:1][C:2]1[CH:3]=[C:4]([CH:18]=[CH:19][C:20]=1[O:21][CH3:22])[C:5]([NH:7][C:8]1[CH:17]=[CH:16][CH:15]=[CH:14][C:9]=1[C:10]([O:12]C)=[O:11])=[O:6].CO. Product: [Cl:1][C:2]1[CH:3]=[C:4]([CH:18]=[CH:19][C:20]=1[O:21][CH3:22])[C:5]([NH:7][C:8]1[CH:17]=[CH:16][CH:15]=[CH:14][C:9]=1[C:10]([OH:12])=[O:11])=[O:6]. The catalyst class is: 20. (7) Reactant: [OH-].[K+].CO[C:5]([C:7]1[CH:12]=[CH:11][C:10]([C:13]([CH3:16])([CH3:15])[CH3:14])=[CH:9][N:8]=1)=[O:6].[Cl:17][C:18]1[CH:19]=[C:20]([CH2:25][CH2:26][NH2:27])[CH:21]=[CH:22][C:23]=1[Cl:24].CN1CCOCC1.CN(C(ON1N=NC2C=CC=CC1=2)=[N+](C)C)C.F[P-](F)(F)(F)(F)F. Product: [Cl:17][C:18]1[CH:19]=[C:20]([CH2:25][CH2:26][NH:27][C:5]([C:7]2[CH:12]=[CH:11][C:10]([C:13]([CH3:16])([CH3:15])[CH3:14])=[CH:9][N:8]=2)=[O:6])[CH:21]=[CH:22][C:23]=1[Cl:24]. The catalyst class is: 1.